This data is from hERG potassium channel inhibition data for cardiac toxicity prediction from Karim et al.. The task is: Regression/Classification. Given a drug SMILES string, predict its toxicity properties. Task type varies by dataset: regression for continuous values (e.g., LD50, hERG inhibition percentage) or binary classification for toxic/non-toxic outcomes (e.g., AMES mutagenicity, cardiotoxicity, hepatotoxicity). Dataset: herg_karim. The result is 0 (non-blocker). The compound is CN1CC2CC1CN2c1ccc(-c2cccc3[nH]ccc23)cn1.